Dataset: Forward reaction prediction with 1.9M reactions from USPTO patents (1976-2016). Task: Predict the product of the given reaction. (1) Given the reactants C1(C(Cl)=O)CC1.[CH:7]1([C:10]([N:12]=[C:13]=[S:14])=[O:11])[CH2:9][CH2:8]1.[CH3:15][O:16][C:17]1[CH:18]=[C:19]2[C:24](=[CH:25][C:26]=1[O:27][CH3:28])[N:23]=[CH:22][CH:21]=[C:20]2[O:29][C:30]1[CH:36]=[CH:35][C:33]([NH2:34])=[CH:32][C:31]=1[F:37].C1(C)C=CC=CC=1, predict the reaction product. The product is: [CH:7]1([C:10]([N:12]=[C:13]=[S:14])=[O:11])[CH2:9][CH2:8]1.[CH:7]1([C:10]([NH:12][C:13]([NH:34][C:33]2[CH:35]=[CH:36][C:30]([O:29][C:20]3[C:19]4[C:24](=[CH:25][C:26]([O:27][CH3:28])=[C:17]([O:16][CH3:15])[CH:18]=4)[N:23]=[CH:22][CH:21]=3)=[C:31]([F:37])[CH:32]=2)=[S:14])=[O:11])[CH2:9][CH2:8]1. (2) The product is: [NH2:18][C:13]1[N:12]=[CH:11][C:10]2[C:15](=[CH:16][CH:17]=[C:8]([C:37]3[CH:36]=[C:35]([NH:34][S:31]([C:26]4[C:27]5[C:22](=[C:21]([N:20]([CH3:44])[CH3:19])[CH:30]=[CH:29][CH:28]=5)[CH:23]=[CH:24][CH:25]=4)(=[O:33])=[O:32])[CH:40]=[CH:39][CH:38]=3)[CH:9]=2)[N:14]=1. Given the reactants C(=O)([O-])[O-].[Na+].[Na+].Br[C:8]1[CH:9]=[C:10]2[C:15](=[CH:16][CH:17]=1)[N:14]=[C:13]([NH2:18])[N:12]=[CH:11]2.[CH3:19][N:20]([CH3:44])[C:21]1[CH:30]=[CH:29][CH:28]=[C:27]2[C:22]=1[CH:23]=[CH:24][CH:25]=[C:26]2[S:31]([NH:34][C:35]1[CH:36]=[C:37](B(O)O)[CH:38]=[CH:39][CH:40]=1)(=[O:33])=[O:32], predict the reaction product. (3) Given the reactants [C:1]1([C:3](=[CH:5][CH:6]=[CH:7][CH:8]=1)[OH:4])[OH:2].C(=O)([O-])[O-].[K+].[K+].[F:15][C:16]([F:20])([F:19])[CH2:17]I.O, predict the reaction product. The product is: [F:15][C:16]([F:20])([F:19])[CH2:17][O:2][C:1]1[CH:8]=[CH:7][CH:6]=[CH:5][C:3]=1[OH:4]. (4) Given the reactants C([O:3][C:4](=[O:32])[CH:5]([C:11]1[CH:12]=[CH:13][C:14]2[N:18]=[C:17]([C:19]3[CH:24]=[CH:23][CH:22]=[CH:21][C:20]=3[O:25][CH3:26])[NH:16][C:15]=2[C:27]=1[C:28]([O:30]C)=[O:29])C(OCC)=O)C.[OH-].[Na+], predict the reaction product. The product is: [C:4]([CH2:5][C:11]1[CH:12]=[CH:13][C:14]2[N:18]=[C:17]([C:19]3[CH:24]=[CH:23][CH:22]=[CH:21][C:20]=3[O:25][CH3:26])[NH:16][C:15]=2[C:27]=1[C:28]([OH:30])=[O:29])([OH:32])=[O:3]. (5) Given the reactants [F:1][C:2]1[CH:3]=[C:4]([CH:6]=[CH:7][C:8]=1[O:9][CH3:10])[NH2:5].C([O:13][CH:14]=[C:15]([C:21]#[N:22])[C:16](OCC)=O)C.C1(OC2C=CC=CC=2)C=CC=CC=1.C1(C2C=CC=CC=2)C=CC=CC=1, predict the reaction product. The product is: [F:1][C:2]1[CH:3]=[C:4]2[C:6]([C:14](=[O:13])[C:15]([C:21]#[N:22])=[CH:16][NH:5]2)=[CH:7][C:8]=1[O:9][CH3:10].